This data is from Catalyst prediction with 721,799 reactions and 888 catalyst types from USPTO. The task is: Predict which catalyst facilitates the given reaction. Reactant: [CH3:1][C:2]1[NH:8][C:7](=[O:9])[C:6]2[CH:10]=[CH:11][CH:12]=[CH:13][C:5]=2[O:4][CH:3]=1.[OH-].[Na+].[Br:16][CH2:17][CH2:18][CH2:19][CH2:20]Br.C(OCC)(=O)C. Product: [Br:16][CH2:17][CH2:18][CH2:19][CH2:20][N:8]1[C:7](=[O:9])[C:6]2[CH:10]=[CH:11][CH:12]=[CH:13][C:5]=2[O:4][CH:3]=[C:2]1[CH3:1]. The catalyst class is: 9.